From a dataset of Full USPTO retrosynthesis dataset with 1.9M reactions from patents (1976-2016). Predict the reactants needed to synthesize the given product. (1) Given the product [I:1][C:2]1[CH:3]=[C:4]([CH:8]=[CH:9][C:10]=1[CH3:11])[C:5]([NH:28][C:20]1[CH:21]=[C:22]([C:24]([F:25])([F:26])[F:27])[CH:23]=[C:18]([N:16]2[CH:17]=[C:13]([CH3:12])[N:14]=[CH:15]2)[CH:19]=1)=[O:7], predict the reactants needed to synthesize it. The reactants are: [I:1][C:2]1[CH:3]=[C:4]([CH:8]=[CH:9][C:10]=1[CH3:11])[C:5]([OH:7])=O.[CH3:12][C:13]1[N:14]=[CH:15][N:16]([C:18]2[CH:19]=[C:20]([NH2:28])[CH:21]=[C:22]([C:24]([F:27])([F:26])[F:25])[CH:23]=2)[CH:17]=1.C(N(CC)C(C)C)(C)C. (2) Given the product [C:1]([O:5][C:6](=[O:22])[NH:7][C:8]1[CH:13]=[CH:12][C:11]([C:14]2[CH:15]=[CH:16][C:17]([F:20])=[CH:18][CH:19]=2)=[CH:10][C:9]=1[NH:21][C:36](=[O:37])[CH2:35][C:34]([C:32]1[CH:31]=[CH:30][N:29]=[C:28]([N:23]2[CH:27]=[CH:26][N:25]=[CH:24]2)[CH:33]=1)=[O:39])([CH3:4])([CH3:2])[CH3:3], predict the reactants needed to synthesize it. The reactants are: [C:1]([O:5][C:6](=[O:22])[NH:7][C:8]1[CH:13]=[CH:12][C:11]([C:14]2[CH:19]=[CH:18][C:17]([F:20])=[CH:16][CH:15]=2)=[CH:10][C:9]=1[NH2:21])([CH3:4])([CH3:3])[CH3:2].[N:23]1([C:28]2[CH:33]=[C:32]([C:34]3[O:39]C(C)(C)[O:37][C:36](=O)[CH:35]=3)[CH:31]=[CH:30][N:29]=2)[CH:27]=[CH:26][N:25]=[CH:24]1. (3) Given the product [CH3:1][O:2][C:3]([C:5]1[CH2:6][N:7]([C:12]([O:14][C:15]([CH3:18])([CH3:17])[CH3:16])=[O:13])[CH2:8][CH2:9][C:10]=1[O:11][CH2:28][O:29][CH3:30])=[O:4], predict the reactants needed to synthesize it. The reactants are: [CH3:1][O:2][C:3]([CH:5]1[C:10](=[O:11])[CH2:9][CH2:8][N:7]([C:12]([O:14][C:15]([CH3:18])([CH3:17])[CH3:16])=[O:13])[CH2:6]1)=[O:4].CCN(C(C)C)C(C)C.[CH3:28][O:29][CH2:30]Cl. (4) Given the product [Cl:22][C:23]1[CH:28]=[C:27]([Cl:29])[CH:26]=[CH:25][C:24]=1[NH:30][C:31]1[CH:39]=[C:38]([C:40]([F:43])([F:41])[F:42])[C:34]([C:35]([NH:18][CH2:17][CH:14]2[CH2:15][CH2:16][O:11][CH2:12][CH2:13]2)=[O:36])=[CH:33][N:32]=1, predict the reactants needed to synthesize it. The reactants are: ON1C2N=CC=CC=2N=N1.[O:11]1[CH2:16][CH2:15][CH:14]([CH2:17][NH2:18])[CH2:13][CH2:12]1.N=C=N.[Cl:22][C:23]1[CH:28]=[C:27]([Cl:29])[CH:26]=[CH:25][C:24]=1[NH:30][C:31]1[CH:39]=[C:38]([C:40]([F:43])([F:42])[F:41])[C:34]([C:35](O)=[O:36])=[CH:33][N:32]=1.